Dataset: Forward reaction prediction with 1.9M reactions from USPTO patents (1976-2016). Task: Predict the product of the given reaction. (1) Given the reactants Br[CH2:2][C:3]1[CH:8]=[CH:7][N:6]=[C:5]([C:9]2[CH:23]=[CH:22][C:21]([C:24]([F:27])([F:26])[F:25])=[CH:20][C:10]=2[CH2:11][N:12]([CH2:18][CH3:19])[C:13]([CH:15]2[CH2:17][CH2:16]2)=[O:14])[N:4]=1.O.[C-:29]#[N:30].[K+], predict the reaction product. The product is: [C:29]([CH2:2][C:3]1[CH:8]=[CH:7][N:6]=[C:5]([C:9]2[CH:23]=[CH:22][C:21]([C:24]([F:27])([F:26])[F:25])=[CH:20][C:10]=2[CH2:11][N:12]([CH2:18][CH3:19])[C:13]([CH:15]2[CH2:17][CH2:16]2)=[O:14])[N:4]=1)#[N:30]. (2) The product is: [NH2:1][C:4]1[CH:5]=[CH:6][C:7]2[NH:12][C:11](=[O:13])[CH2:10][O:9][C:8]=2[CH:14]=1. Given the reactants [N+:1]([C:4]1[CH:5]=[CH:6][C:7]2[NH:12][C:11](=[O:13])[CH2:10][O:9][C:8]=2[CH:14]=1)([O-])=O.CCOC(C)=O, predict the reaction product. (3) Given the reactants [CH:1]([O:4][C:5]1[CH:10]=[CH:9][C:8]([C:11]2[O:15][N:14]=[C:13]3[C:16]4[C:21]([CH2:22][CH2:23][C:12]=23)=[CH:20][C:19]([CH:24]=C)=[CH:18][CH:17]=4)=[C:7]([C:26]([F:29])([F:28])[F:27])[CH:6]=1)([CH3:3])[CH3:2].C[N+]1([O-])CC[O:34]CC1.I([O-])(=O)(=O)=O.[Na+], predict the reaction product. The product is: [CH:1]([O:4][C:5]1[CH:10]=[CH:9][C:8]([C:11]2[O:15][N:14]=[C:13]3[C:16]4[C:21]([CH2:22][CH2:23][C:12]=23)=[CH:20][C:19]([CH:24]=[O:34])=[CH:18][CH:17]=4)=[C:7]([C:26]([F:28])([F:27])[F:29])[CH:6]=1)([CH3:2])[CH3:3]. (4) Given the reactants [OH:1][C:2]1[C:14]2[C:13]3[C:8](=[CH:9][CH:10]=[CH:11][CH:12]=3)[NH:7][C:6]=2[CH:5]=[CH:4][CH:3]=1.[OH-].[Na+].[CH2:17]([CH:19]1[O:21][CH2:20]1)Cl, predict the reaction product. The product is: [O:21]1[CH2:20][CH:19]1[CH2:17][O:1][C:2]1[C:14]2[C:13]3[C:8](=[CH:9][CH:10]=[CH:11][CH:12]=3)[NH:7][C:6]=2[CH:5]=[CH:4][CH:3]=1. (5) Given the reactants [C:1]([C:3]1[C:4]([N:15]2[CH2:18][CH:17]([C:19]([OH:21])=O)[CH2:16]2)=[N:5][C:6]([CH3:14])=[C:7]([C:9]([O:11][CH2:12][CH3:13])=[O:10])[CH:8]=1)#[N:2].CCN=C=NCCCN(C)C.C1C=CC2N(O)N=NC=2C=1.[C:43]([C:45]1[CH:50]=[CH:49][C:48]([CH2:51][S:52]([NH2:55])(=[O:54])=[O:53])=[CH:47][CH:46]=1)#[N:44].CCN(C(C)C)C(C)C, predict the reaction product. The product is: [C:1]([C:3]1[C:4]([N:15]2[CH2:16][CH:17]([C:19]([NH:55][S:52]([CH2:51][C:48]3[CH:49]=[CH:50][C:45]([C:43]#[N:44])=[CH:46][CH:47]=3)(=[O:53])=[O:54])=[O:21])[CH2:18]2)=[N:5][C:6]([CH3:14])=[C:7]([CH:8]=1)[C:9]([O:11][CH2:12][CH3:13])=[O:10])#[N:2].